From a dataset of Catalyst prediction with 721,799 reactions and 888 catalyst types from USPTO. Predict which catalyst facilitates the given reaction. (1) Reactant: [CH3:1][O:2][C:3]1[CH:8]=[CH:7]C(CNC2C3C(=CC=CC=3)N=C(CC#N)N=2)=[CH:5][CH:4]=1.Cl.ClCC1[N:36]=[C:35]([N:37]([C:39]2[CH:44]=[CH:43][C:42](OC)=[CH:41][CH:40]=2)C)[C:34]2[C:29](=CC=C[CH:33]=2)[N:28]=1.[C:47]([O-])([O-])=O.[Na+].[Na+].[C-]#N.[Na+].[CH3:56][N:57]([CH:59]=O)[CH3:58]. Product: [CH3:1][O:2][C:3]1[CH:8]=[CH:7][C:59]([N:57]([CH3:56])[C:58]2[C:40]3[C:39](=[CH:44][CH:43]=[CH:42][CH:41]=3)[N:37]=[C:35]([C:34]([CH3:33])([CH3:47])[C:29]#[N:28])[N:36]=2)=[CH:5][CH:4]=1. The catalyst class is: 25. (2) Product: [CH3:12][C:9]1[CH:10]=[CH:11][C:6]([NH:5][C:3]([NH2:2])=[S:4])=[CH:7][CH:8]=1. The catalyst class is: 126. Reactant: [NH4+].[N:2]#[C:3][S-:4].[NH2:5][C:6]1[CH:11]=[CH:10][C:9]([CH3:12])=[CH:8][CH:7]=1. (3) Reactant: Cl[C:2]1[N:7]=[C:6]([C:8]([F:11])([F:10])[F:9])[CH:5]=[CH:4][N:3]=1.[F-].[K+].C1OCCOCCOCCOCCOCCOC1.[C:32]([N:35]1[C:44]2[C:39](=[CH:40][C:41]([C:45]([NH2:47])=[O:46])=[CH:42][CH:43]=2)[C@H:38]([NH2:48])[C@@H:37]([CH3:49])[C@@H:36]1[CH:50]1[CH2:52][CH2:51]1)(=[O:34])[CH3:33].CCN(C(C)C)C(C)C. Product: [C:32]([N:35]1[C:44]2[C:39](=[CH:40][C:41]([C:45]([NH2:47])=[O:46])=[CH:42][CH:43]=2)[C@H:38]([NH:48][C:2]2[N:7]=[C:6]([C:8]([F:11])([F:10])[F:9])[CH:5]=[CH:4][N:3]=2)[C@@H:37]([CH3:49])[C@@H:36]1[CH:50]1[CH2:51][CH2:52]1)(=[O:34])[CH3:33]. The catalyst class is: 16. (4) Reactant: [CH3:1][C:2]1[C:6]([C:7]2[C:8]([C:15]3[CH:20]=[CH:19][C:18]([O:21]C)=[CH:17][CH:16]=3)=[N:9][N:10]([CH3:14])[C:11]=2[CH:12]=O)=[C:5]([CH3:23])ON=1.Cl.[NH2:25][OH:26].N1C=CC=C[CH:28]=1.[OH2:33]. Product: [CH3:1][C:2]1[O:33][CH:28]=[C:5]([CH3:23])[C:6]=1[C:7]1[C:8]([C:15]2[CH:20]=[CH:19][C:18]([OH:21])=[CH:17][CH:16]=2)=[N:9][N:10]([CH3:14])[C:11]=1[CH:12]=[N:25][OH:26]. The catalyst class is: 271. (5) Reactant: [NH2:1][C:2]1[CH:3]=[C:4]([CH:7]=[CH:8][C:9]=1[NH:10][C:11]1[CH:16]=[CH:15][CH:14]=[C:13]([Br:17])[CH:12]=1)[C:5]#[N:6].[CH2:18](OC(OCC)OCC)C.CC1C=CC(S(O)(=O)=O)=CC=1. Product: [Br:17][C:13]1[CH:12]=[C:11]([N:10]2[C:9]3[CH:8]=[CH:7][C:4]([C:5]#[N:6])=[CH:3][C:2]=3[N:1]=[CH:18]2)[CH:16]=[CH:15][CH:14]=1. The catalyst class is: 76. (6) Reactant: Br[C:2]1[CH:7]=[CH:6][C:5]([Br:8])=[CH:4][N:3]=1.[Li]CCCC.[F:14][CH:15]([F:21])[C:16](OCC)=[O:17]. The catalyst class is: 11. Product: [Br:8][C:5]1[CH:6]=[CH:7][C:2]([CH:16]([OH:17])[CH:15]([F:21])[F:14])=[N:3][CH:4]=1.